This data is from Full USPTO retrosynthesis dataset with 1.9M reactions from patents (1976-2016). The task is: Predict the reactants needed to synthesize the given product. (1) Given the product [Cl:1][C:2]1[CH:32]=[CH:31][C:5]([CH2:6][N:7]2[C:15]3[C:10](=[CH:11][C:12](/[CH:16]=[C:17]4/[C:18](=[O:30])[N:19]([C@@H:23]5[CH2:28][CH2:27][N:26]([CH2:38][CH2:39][OH:40])[CH2:25][C@H:24]5[F:29])[C:20](=[O:22])[S:21]/4)=[CH:13][CH:14]=3)[CH:9]=[N:8]2)=[C:4]([C:33]([F:36])([F:35])[F:34])[CH:3]=1, predict the reactants needed to synthesize it. The reactants are: [Cl:1][C:2]1[CH:32]=[CH:31][C:5]([CH2:6][N:7]2[C:15]3[C:10](=[CH:11][C:12](/[CH:16]=[C:17]4/[C:18](=[O:30])[N:19]([C@@H:23]5[CH2:28][CH2:27][NH:26][CH2:25][C@H:24]5[F:29])[C:20](=[O:22])[S:21]/4)=[CH:13][CH:14]=3)[CH:9]=[N:8]2)=[C:4]([C:33]([F:36])([F:35])[F:34])[CH:3]=1.Br[CH2:38][CH2:39][OH:40]. (2) Given the product [OH:2][C:3]1[CH:4]=[C:5]([C:12]2[CH:17]=[CH:16][C:15]([C:18]([F:19])([F:20])[F:21])=[CH:14][CH:13]=2)[CH:6]=[CH:7][C:8]=1[N+:9]([O-:11])=[O:10], predict the reactants needed to synthesize it. The reactants are: C[O:2][C:3]1[CH:4]=[C:5]([C:12]2[CH:17]=[CH:16][C:15]([C:18]([F:21])([F:20])[F:19])=[CH:14][CH:13]=2)[CH:6]=[CH:7][C:8]=1[N+:9]([O-:11])=[O:10].[Cl-].[Li+].Cl. (3) Given the product [N:28]1[C:29]2[CH:34]=[CH:33][N:32]=[CH:31][C:30]=2[N:26]([C:24]2[S:23][C:22]([C:35]([O:37][CH3:38])=[O:36])=[C:21]([O:20][CH2:46][C:47]3[CH:52]=[CH:51][CH:50]=[CH:49][C:48]=3[C:53]([F:54])([F:55])[F:56])[CH:25]=2)[CH:27]=1, predict the reactants needed to synthesize it. The reactants are: OC1C=C(N2C3C=CN=CC=3N=C2)SC=1C(OC)=O.[OH:20][C:21]1[CH:25]=[C:24]([N:26]2[C:30]3[CH:31]=[N:32][CH:33]=[CH:34][C:29]=3[N:28]=[CH:27]2)[S:23][C:22]=1[C:35]([O:37][CH3:38])=[O:36].C([O-])([O-])=O.[K+].[K+].Br[CH2:46][C:47]1[CH:52]=[CH:51][CH:50]=[CH:49][C:48]=1[C:53]([F:56])([F:55])[F:54]. (4) Given the product [CH3:15][NH:16][C:10]1([C:17]#[N:18])[CH2:11][CH2:12][CH:7]([C:1]2[CH:6]=[CH:5][CH:4]=[CH:3][CH:2]=2)[CH2:8][CH2:9]1, predict the reactants needed to synthesize it. The reactants are: [C:1]1([CH:7]2[CH2:12][CH2:11][C:10](=O)[CH2:9][CH2:8]2)[CH:6]=[CH:5][CH:4]=[CH:3][CH:2]=1.[Cl-].[CH3:15][NH3+:16].[C-:17]#[N:18].[K+]. (5) Given the product [N:1]1([C:6]2[CH:7]=[C:8]([C:19]3[S:20][C:21]([C:25]([OH:27])=[O:26])=[C:22]([CH3:24])[N:23]=3)[CH:9]=[CH:10][C:11]=2[O:12][C:13]2[CH:14]=[CH:15][CH:16]=[CH:17][CH:18]=2)[CH:5]=[CH:4][N:3]=[CH:2]1, predict the reactants needed to synthesize it. The reactants are: [N:1]1([C:6]2[CH:7]=[C:8]([C:19]3[S:20][C:21]([C:25]([O-:27])=[O:26])=[C:22]([CH3:24])[N:23]=3)[CH:9]=[CH:10][C:11]=2[O:12][C:13]2[CH:18]=[CH:17][CH:16]=[CH:15][CH:14]=2)[CH:5]=[CH:4][N:3]=[CH:2]1.O1CCCC1.CO.[OH-].[Na+].Cl. (6) Given the product [CH3:10][O:11][C:12]1[CH:19]=[CH:18][C:15]([CH2:16][NH:17][C:2]2[CH:7]=[C:6]([C:8]#[N:9])[CH:5]=[CH:4][N:3]=2)=[CH:14][CH:13]=1, predict the reactants needed to synthesize it. The reactants are: F[C:2]1[CH:7]=[C:6]([C:8]#[N:9])[CH:5]=[CH:4][N:3]=1.[CH3:10][O:11][C:12]1[CH:19]=[CH:18][C:15]([CH2:16][NH2:17])=[CH:14][CH:13]=1.